Task: Predict the reactants needed to synthesize the given product.. Dataset: Full USPTO retrosynthesis dataset with 1.9M reactions from patents (1976-2016) (1) The reactants are: C(OC([N:11]1[C:20]2[C:15](=[CH:16][CH:17]=[CH:18][CH:19]=2)[CH:14]([N:21]([C:25](=[O:27])[CH3:26])[CH:22]2[CH2:24][CH2:23]2)[CH2:13][CH:12]1[CH3:28])=O)C1C=CC=CC=1. Given the product [CH:22]1([N:21]([CH:14]2[C:15]3[C:20](=[CH:19][CH:18]=[CH:17][CH:16]=3)[NH:11][CH:12]([CH3:28])[CH2:13]2)[C:25](=[O:27])[CH3:26])[CH2:23][CH2:24]1, predict the reactants needed to synthesize it. (2) The reactants are: [NH2:1][C:2]1[C:3]2[C:11](=[O:12])[C:10](I)=[CH:9][N:8]([CH:14]([C:16]3[C:17]([O:35][CH3:36])=[C:18]([C:24]4[CH:25]=[CH:26][C:27]([C:30]([N:32]([CH3:34])[CH3:33])=[O:31])=[N:28][CH:29]=4)[C:19]([CH3:23])=[C:20]([Cl:22])[CH:21]=3)[CH3:15])[C:4]=2[N:5]=[CH:6][N:7]=1.CC1(C)C(C)(C)OB([C:45]2[CH:46]=[N:47][NH:48][CH:49]=2)O1.C(=O)([O-])[O-].[Na+].[Na+].ClCCl. Given the product [NH2:1][C:2]1[C:3]2[C:11](=[O:12])[C:10]([C:45]3[CH:46]=[N:47][NH:48][CH:49]=3)=[CH:9][N:8]([CH:14]([C:16]3[C:17]([O:35][CH3:36])=[C:18]([C:24]4[CH:25]=[CH:26][C:27]([C:30]([N:32]([CH3:34])[CH3:33])=[O:31])=[N:28][CH:29]=4)[C:19]([CH3:23])=[C:20]([Cl:22])[CH:21]=3)[CH3:15])[C:4]=2[N:5]=[CH:6][N:7]=1, predict the reactants needed to synthesize it. (3) Given the product [F:23][C:5]1[CH:4]=[C:3]([CH:22]=[CH:21][C:6]=1[O:7][CH:8]1[CH2:13][CH2:12][NH:11][CH2:10][CH2:9]1)[C:1]#[N:2].[ClH:24], predict the reactants needed to synthesize it. The reactants are: [C:1]([C:3]1[CH:22]=[CH:21][C:6]([O:7][CH:8]2[CH2:13][CH2:12][N:11](C(OC(C)(C)C)=O)[CH2:10][CH2:9]2)=[C:5]([F:23])[CH:4]=1)#[N:2].[ClH:24].CCOC(C)=O. (4) Given the product [CH3:3][C:22]([OH:24])([CH2:21][C:20]([CH3:19])([CH3:25])[CH2:26][CH2:28][OH:29])[CH3:23], predict the reactants needed to synthesize it. The reactants are: [F-].[K+].[C:3](=O)([O-])O.[K+].OO.C[Si](C)(C[CH2:19][C:20]([CH3:26])([CH3:25])[CH2:21][CH:22]([OH:24])[CH3:23])C1C=CC=CN=1.[CH3:28][OH:29]. (5) Given the product [ClH:1].[CH3:27][NH:28][CH2:2][CH2:3][O:4][C:5]1[CH:13]=[C:12]2[C:8]([C:9]([S:14]([C:17]3[C:26]4[C:21](=[CH:22][CH:23]=[CH:24][CH:25]=4)[CH:20]=[CH:19][CH:18]=3)(=[O:16])=[O:15])=[N:10][NH:11]2)=[CH:7][CH:6]=1, predict the reactants needed to synthesize it. The reactants are: [Cl:1][CH2:2][CH2:3][O:4][C:5]1[CH:13]=[C:12]2[C:8]([C:9]([S:14]([C:17]3[C:26]4[C:21](=[CH:22][CH:23]=[CH:24][CH:25]=4)[CH:20]=[CH:19][CH:18]=3)(=[O:16])=[O:15])=[N:10][NH:11]2)=[CH:7][CH:6]=1.[CH3:27][NH2:28].Cl.CCOCC. (6) Given the product [Cl:1][C:2]1[C:3]([C:23]2[N:27]3[CH:28]=[CH:29][CH:30]=[CH:31][C:26]3=[N:25][CH:24]=2)=[N:4][C:5]([NH:8][C:9]2[CH:14]=[CH:13][C:12]([N:15]3[CH2:16][CH2:17][N:18]([C:44]([C@@H:40]4[CH2:41][CH2:42][CH2:43][NH:39]4)=[O:45])[CH2:19][CH2:20]3)=[CH:11][C:10]=2[O:21][CH3:22])=[N:6][CH:7]=1, predict the reactants needed to synthesize it. The reactants are: [Cl:1][C:2]1[C:3]([C:23]2[N:27]3[CH:28]=[CH:29][CH:30]=[CH:31][C:26]3=[N:25][CH:24]=2)=[N:4][C:5]([NH:8][C:9]2[CH:14]=[CH:13][C:12]([N:15]3[CH2:20][CH2:19][NH:18][CH2:17][CH2:16]3)=[CH:11][C:10]=2[O:21][CH3:22])=[N:6][CH:7]=1.C(OC([N:39]1[CH2:43][CH2:42][CH2:41][C@H:40]1[C:44](O)=[O:45])=O)(C)(C)C.C(N(CC)C(C)C)(C)C.FC(F)(F)C(O)=O. (7) Given the product [OH:29][CH2:30][C:31]([NH:34][S:35]([C:38]1[S:42][C:41]([C:28]#[C:27][C:26]2[CH:25]=[N:24][N:17]3[C:18]([C:20]([F:21])([F:22])[F:23])=[CH:19][C:14]([C:6]4[CH:7]=[CH:8][C:9]([C:10]([F:13])([F:11])[F:12])=[C:4]([O:3][CH2:1][CH3:2])[CH:5]=4)=[N:15][C:16]=23)=[N:40][CH:39]=1)(=[O:37])=[O:36])([CH3:33])[CH3:32], predict the reactants needed to synthesize it. The reactants are: [CH2:1]([O:3][C:4]1[CH:5]=[C:6]([C:14]2[CH:19]=[C:18]([C:20]([F:23])([F:22])[F:21])[N:17]3[N:24]=[CH:25][C:26]([C:27]#[CH:28])=[C:16]3[N:15]=2)[CH:7]=[CH:8][C:9]=1[C:10]([F:13])([F:12])[F:11])[CH3:2].[OH:29][CH2:30][C:31]([NH:34][S:35]([C:38]1[S:42][C:41](Cl)=[N:40][CH:39]=1)(=[O:37])=[O:36])([CH3:33])[CH3:32].